Dataset: Reaction yield outcomes from USPTO patents with 853,638 reactions. Task: Predict the reaction yield, written as a fraction of the theoretical maximum amount of product (1.0 means a 100% yield; for example, 0.34 means a 34% yield). (1) The reactants are [CH3:1][C:2]1[CH:7]=[CH:6][C:5]([S:8](Cl)(=[O:10])=[O:9])=[CH:4][CH:3]=1.[C:12]1([N:18]2[C:26]3[CH2:25][CH2:24][CH2:23]/[C:22](=[CH:27]\[CH2:28][OH:29])/[C:21]=3[CH:20]=[N:19]2)[CH:17]=[CH:16][CH:15]=[CH:14][CH:13]=1.[N:30]1[CH:35]=[CH:34][CH:33]=[CH:32][CH:31]=1. No catalyst specified. The product is [C:2]1([CH3:1])[CH:7]=[CH:6][C:5]([S:8]([O-:10])(=[O:29])=[O:9])=[CH:4][CH:3]=1.[C:12]1([N:18]2[C:26]3[CH2:25][CH2:24][CH2:23][C:22](=[CH:27][CH2:28][N+:30]4[CH:35]=[CH:34][CH:33]=[CH:32][CH:31]=4)[C:21]=3[CH:20]=[N:19]2)[CH:17]=[CH:16][CH:15]=[CH:14][CH:13]=1. The yield is 0.600. (2) The reactants are [N:1]12[CH2:8][CH2:7][C:4]([C:9]([C:17]3[CH:22]=[CH:21][CH:20]=[CH:19][CH:18]=3)([C:11]3[CH:16]=[CH:15][CH:14]=[CH:13][CH:12]=3)[OH:10])([CH2:5][CH2:6]1)[CH2:3][CH2:2]2.[Br:23][CH2:24][CH2:25][CH2:26][O:27][C:28]1[CH:33]=[CH:32][C:31]([O:34][CH3:35])=[CH:30][CH:29]=1. The catalyst is CC#N. The product is [Br-:23].[OH:10][C:9]([C:17]1[CH:22]=[CH:21][CH:20]=[CH:19][CH:18]=1)([C:11]1[CH:12]=[CH:13][CH:14]=[CH:15][CH:16]=1)[C:4]12[CH2:5][CH2:6][N+:1]([CH2:24][CH2:25][CH2:26][O:27][C:28]3[CH:33]=[CH:32][C:31]([O:34][CH3:35])=[CH:30][CH:29]=3)([CH2:2][CH2:3]1)[CH2:8][CH2:7]2. The yield is 0.775. (3) The reactants are [NH2:1][C:2]1[CH:7]=[CH:6][N:5]=[CH:4][CH:3]=1.[H-].[Li+].CS[C:12]1[N:13]=[CH:14][C:15]2[CH:21]=[C:20]([C:22]3[CH:27]=[C:26]([O:28][CH3:29])[CH:25]=[C:24]([O:30][CH3:31])[CH:23]=3)[C:19](=[O:32])[N:18]([CH2:33][CH3:34])[C:16]=2[N:17]=1.[ClH:35]. The catalyst is O1CCCC1.O.C(#N)C. The product is [ClH:35].[N:5]1[CH:6]=[CH:7][C:2]([NH:1][C:12]2[N:13]=[CH:14][C:15]3[CH:21]=[C:20]([C:22]4[CH:23]=[C:24]([O:30][CH3:31])[CH:25]=[C:26]([O:28][CH3:29])[CH:27]=4)[C:19](=[O:32])[N:18]([CH2:33][CH3:34])[C:16]=3[N:17]=2)=[CH:3][CH:4]=1. The yield is 0.920. (4) The reactants are [NH:1]1[CH2:4][CH:3]([N:5]2[CH:9]=[C:8]([C:10]3[CH:11]=[N:12][C:13]4[C:18]([CH:19]=3)=[CH:17][C:16]([CH2:20][C:21]3[N:25]5[N:26]=[C:27]([CH3:30])[CH:28]=[CH:29][C:24]5=[N:23][N:22]=3)=[CH:15][CH:14]=4)[CH:7]=[N:6]2)[CH2:2]1.[CH:31](=O)[CH3:32].C(O[BH-](OC(=O)C)OC(=O)C)(=O)C.[Na+]. The catalyst is ClCCl. The product is [CH2:31]([N:1]1[CH2:4][CH:3]([N:5]2[CH:9]=[C:8]([C:10]3[CH:11]=[N:12][C:13]4[C:18]([CH:19]=3)=[CH:17][C:16]([CH2:20][C:21]3[N:25]5[N:26]=[C:27]([CH3:30])[CH:28]=[CH:29][C:24]5=[N:23][N:22]=3)=[CH:15][CH:14]=4)[CH:7]=[N:6]2)[CH2:2]1)[CH3:32]. The yield is 0.0900. (5) The reactants are [CH2:1]([N:3]1[C:8]([CH2:9][OH:10])=[CH:7][CH:6]=[CH:5][C:4]1=[O:11])[CH3:2].C(N(CC)CC)C.[CH3:19][S:20](Cl)(=[O:22])=[O:21].O. The yield is 1.00. The catalyst is ClCCl. The product is [CH2:1]([N:3]1[C:8]([CH2:9][O:10][S:20]([CH3:19])(=[O:22])=[O:21])=[CH:7][CH:6]=[CH:5][C:4]1=[O:11])[CH3:2]. (6) The yield is 0.810. The product is [CH2:13]([C:15]1[N:16]=[C:17]([CH2:45][CH2:46][CH3:47])[N:18]([CH2:30][C:31]2[CH:36]=[CH:35][C:34]([C:37]3[CH:42]=[CH:41][CH:40]=[CH:39][C:38]=3[C:43]3[NH:3][C:4](=[O:7])[O:5][N:44]=3)=[CH:33][CH:32]=2)[C:19](=[O:29])[C:20]=1[C:21]1[CH:22]=[CH:23][C:24]([O:27][CH3:28])=[CH:25][CH:26]=1)[CH3:14]. The reactants are [Cl-].O[NH3+:3].[C:4](=[O:7])([O-])[OH:5].[Na+].CS(C)=O.[CH2:13]([C:15]1[N:16]=[C:17]([CH2:45][CH2:46][CH3:47])[N:18]([CH2:30][C:31]2[CH:36]=[CH:35][C:34]([C:37]3[C:38]([C:43]#[N:44])=[CH:39][CH:40]=[CH:41][CH:42]=3)=[CH:33][CH:32]=2)[C:19](=[O:29])[C:20]=1[C:21]1[CH:26]=[CH:25][C:24]([O:27][CH3:28])=[CH:23][CH:22]=1)[CH3:14]. The catalyst is O. (7) The product is [ClH:3].[CH2:4]([NH:11][C@H:12]1[CH2:17][CH2:16][NH:15][CH2:14][C@H:13]1[F:25])[C:5]1[CH:6]=[CH:7][CH:8]=[CH:9][CH:10]=1. The reactants are CO.[ClH:3].[CH2:4]([NH:11][C@H:12]1[CH2:17][CH2:16][N:15](C(OC(C)(C)C)=O)[CH2:14][C@H:13]1[F:25])[C:5]1[CH:10]=[CH:9][CH:8]=[CH:7][CH:6]=1. The catalyst is CCOCC. The yield is 0.910.